From a dataset of Reaction yield outcomes from USPTO patents with 853,638 reactions. Predict the reaction yield, written as a fraction of the theoretical maximum amount of product (1.0 means a 100% yield; for example, 0.34 means a 34% yield). The reactants are C1C=CC(P(C2C=CC=CC=2)C2C=CC=CC=2)=CC=1.CC([O-])=O.[K+].Br[C:26]1[C:31]([O:32][CH2:33][CH2:34][CH:35]=[CH2:36])=[CH:30][CH:29]=[C:28]([Br:37])[N:27]=1. The catalyst is CN(C=O)C.C(OCC)(=O)C.CC([O-])=O.CC([O-])=O.[Pd+2]. The product is [Br:37][C:28]1[N:27]=[C:26]2[C:35](=[CH2:36])[CH2:34][CH2:33][O:32][C:31]2=[CH:30][CH:29]=1. The yield is 0.220.